This data is from Reaction yield outcomes from USPTO patents with 853,638 reactions. The task is: Predict the reaction yield, written as a fraction of the theoretical maximum amount of product (1.0 means a 100% yield; for example, 0.34 means a 34% yield). (1) The reactants are [N+:1]([C:4]1[CH:5]=[C:6]([C@@H:18]2[CH2:20][O:19]2)[CH:7]=[CH:8][C:9]=1[O:10][CH2:11][C:12]1[CH:17]=[CH:16][CH:15]=[CH:14][CH:13]=1)([O-:3])=[O:2].[CH3:21][O:22][C:23]1[CH:28]=[CH:27][C:26]([CH2:29][C@@H:30]([CH3:39])[NH:31][CH2:32][C:33]2[CH:38]=[CH:37][CH:36]=[CH:35][CH:34]=2)=[CH:25][CH:24]=1. No catalyst specified. The product is [CH3:21][O:22][C:23]1[CH:24]=[CH:25][C:26]([CH2:29][C@H:30]([N:31]([CH2:20][C@@H:18]([C:6]2[CH:7]=[CH:8][C:9]([O:10][CH2:11][C:12]3[CH:17]=[CH:16][CH:15]=[CH:14][CH:13]=3)=[C:4]([N+:1]([O-:3])=[O:2])[CH:5]=2)[OH:19])[CH2:32][C:33]2[CH:38]=[CH:37][CH:36]=[CH:35][CH:34]=2)[CH3:39])=[CH:27][CH:28]=1. The yield is 0.850. (2) The reactants are [Cl:1][C:2]1[N:10]=[C:9](N)[N:8]=[C:7]2[C:3]=1[N:4]=[CH:5][N:6]2[CH:12]([CH3:14])[CH3:13].II.N(OCCC(C)C)=O.C(I)[I:26]. The catalyst is C1COCC1.[Cu]I. The product is [Cl:1][C:2]1[N:10]=[C:9]([I:26])[N:8]=[C:7]2[C:3]=1[N:4]=[CH:5][N:6]2[CH:12]([CH3:14])[CH3:13]. The yield is 0.540. (3) The reactants are Br[C:2]1[CH:3]=[C:4]2[N:10]=[CH:9][N:8]([CH2:11][C:12]3[CH:28]=[CH:27][C:15]4[N:16]=[C:17]([NH:19][C@@H:20]5[CH2:25][CH2:24][CH2:23][CH2:22][C@H:21]5[OH:26])[S:18][C:14]=4[CH:13]=3)[C:5]2=[N:6][CH:7]=1.[CH3:29][N:30]1[CH:34]=[C:33](B2OC(C)(C)C(C)(C)O2)[CH:32]=[N:31]1.C([O-])([O-])=O.[Na+].[Na+]. The catalyst is C1(C=CC=CC=1)[P](C1C=CC=CC=1)(C1C=CC=CC=1)[Pd][P](C1C=CC=CC=1)(C1C=CC=CC=1)C1C=CC=CC=1.COCCOC. The yield is 0.410. The product is [CH3:29][N:30]1[CH:34]=[C:33]([C:2]2[CH:3]=[C:4]3[N:10]=[CH:9][N:8]([CH2:11][C:12]4[CH:28]=[CH:27][C:15]5[N:16]=[C:17]([NH:19][C@@H:20]6[CH2:25][CH2:24][CH2:23][CH2:22][C@H:21]6[OH:26])[S:18][C:14]=5[CH:13]=4)[C:5]3=[N:6][CH:7]=2)[CH:32]=[N:31]1. (4) The reactants are [NH2:1][C:2]1[N:6]([CH2:7][CH2:8][CH2:9][CH3:10])[N:5]=[C:4]([CH3:11])[C:3]=1[C:12]#[N:13].[F:14][C:15]1[CH:23]=[CH:22][CH:21]=[CH:20][C:16]=1[C:17](Cl)=[O:18]. The catalyst is ClCCl.N1C=CC=CC=1. The product is [CH2:7]([N:6]1[C:2]([NH:1][C:17](=[O:18])[C:16]2[CH:20]=[CH:21][CH:22]=[CH:23][C:15]=2[F:14])=[C:3]([C:12]#[N:13])[C:4]([CH3:11])=[N:5]1)[CH2:8][CH2:9][CH3:10]. The yield is 0.240. (5) The reactants are Br[C:2]1[CH:6]=[CH:5][S:4][C:3]=1[C:7]1[CH:12]=[CH:11][N:10]=[C:9]2[N:13](S(C3C=CC(C)=CC=3)(=O)=O)[CH:14]=[CH:15][C:8]=12.[C:26]([NH:33][C:34]1[CH:39]=[CH:38][C:37](B(O)O)=[CH:36][CH:35]=1)([O:28][C:29]([CH3:32])([CH3:31])[CH3:30])=[O:27].O.[OH-].[Ba+2].[OH-]. The catalyst is COCCOC.C1C=CC([P]([Pd]([P](C2C=CC=CC=2)(C2C=CC=CC=2)C2C=CC=CC=2)([P](C2C=CC=CC=2)(C2C=CC=CC=2)C2C=CC=CC=2)[P](C2C=CC=CC=2)(C2C=CC=CC=2)C2C=CC=CC=2)(C2C=CC=CC=2)C2C=CC=CC=2)=CC=1. The product is [NH:13]1[C:9]2=[N:10][CH:11]=[CH:12][C:7]([C:3]3[S:4][CH:5]=[CH:6][C:2]=3[C:37]3[CH:36]=[CH:35][C:34]([NH:33][C:26](=[O:27])[O:28][C:29]([CH3:31])([CH3:30])[CH3:32])=[CH:39][CH:38]=3)=[C:8]2[CH:15]=[CH:14]1. The yield is 0.400. (6) The reactants are [H-].[Na+].[C:3]([O:7][C:8]([N:10]([CH2:21][CH:22]=[CH2:23])[CH2:11][C:12]1[CH:13]=[CH:14][CH:15]=[C:16]2[C:20]=1[NH:19][CH:18]=[CH:17]2)=[O:9])([CH3:6])([CH3:5])[CH3:4].[CH2:24](Br)[CH:25]=[CH2:26]. The catalyst is CN(C)C=O.C(OCC)(=O)C. The product is [C:3]([O:7][C:8]([N:10]([CH2:21][CH:22]=[CH2:23])[CH2:11][C:12]1[CH:13]=[CH:14][CH:15]=[C:16]2[C:20]=1[N:19]([CH2:26][CH:25]=[CH2:24])[CH:18]=[CH:17]2)=[O:9])([CH3:6])([CH3:5])[CH3:4]. The yield is 0.910. (7) The reactants are [NH2:1][CH2:2][CH2:3][CH2:4][CH2:5][N:6]([CH2:22][C:23]1[CH:28]=[CH:27][C:26]([CH2:29][NH:30][CH2:31][C:32]2[CH:37]=[CH:36][CH:35]=[CH:34][CH:33]=2)=[CH:25][CH:24]=1)[C:7]([NH:9][C@H:10]([C:12]1[C:21]2[C:16](=[CH:17][CH:18]=[CH:19][CH:20]=2)[CH:15]=[CH:14][CH:13]=1)[CH3:11])=[O:8].C(N(CC)CC)C.[C:45]([O:49][C:50](O[C:50]([O:49][C:45]([CH3:48])([CH3:47])[CH3:46])=[O:51])=[O:51])([CH3:48])([CH3:47])[CH3:46]. The catalyst is O1CCCC1. The product is [NH2:1][CH2:2][CH2:3][CH2:4][CH2:5][N:6]([CH2:22][C:23]1[CH:24]=[CH:25][C:26]([CH2:29][N:30]([CH2:31][C:32]2[CH:33]=[CH:34][CH:35]=[CH:36][CH:37]=2)[C:50](=[O:51])[O:49][C:45]([CH3:48])([CH3:47])[CH3:46])=[CH:27][CH:28]=1)[C:7]([NH:9][C@H:10]([C:12]1[C:21]2[C:16](=[CH:17][CH:18]=[CH:19][CH:20]=2)[CH:15]=[CH:14][CH:13]=1)[CH3:11])=[O:8]. The yield is 0.850. (8) The reactants are [CH2:1]([O:8][C:9]([N:11]1[CH:16]=[CH:15][C:14](=[O:17])[CH2:13][CH:12]1[C:18]1[CH:23]=[CH:22][C:21]([F:24])=[CH:20][C:19]=1[CH3:25])=[O:10])[C:2]1[CH:7]=[CH:6][CH:5]=[CH:4][CH:3]=1. The catalyst is C(O)(=O)C.[Zn]. The product is [CH2:1]([O:8][C:9]([N:11]1[CH2:16][CH2:15][C:14](=[O:17])[CH2:13][CH:12]1[C:18]1[CH:23]=[CH:22][C:21]([F:24])=[CH:20][C:19]=1[CH3:25])=[O:10])[C:2]1[CH:3]=[CH:4][CH:5]=[CH:6][CH:7]=1. The yield is 1.00. (9) The reactants are [Br:1][C:2]1[CH:3]=[N:4][CH:5]=[CH:6][C:7]=1Cl.[CH:9]1([CH2:12][OH:13])[CH2:11][CH2:10]1.[H-].[Na+]. The catalyst is CN(C=O)C. The product is [Br:1][C:2]1[CH:3]=[N:4][CH:5]=[CH:6][C:7]=1[O:13][CH2:12][CH:9]1[CH2:11][CH2:10]1. The yield is 0.870.